The task is: Predict which catalyst facilitates the given reaction.. This data is from Catalyst prediction with 721,799 reactions and 888 catalyst types from USPTO. (1) Reactant: [CH3:1][C:2]1[CH:7]=[CH:6][CH:5]=[CH:4][C:3]=1[C:8]1[O:12][C:11]([CH:13]=[O:14])=[CH:10][CH:9]=1.[Br:15]N1C(=O)CCC1=O. Product: [Br:15][C:9]1[CH:10]=[C:11]([CH:13]=[O:14])[O:12][C:8]=1[C:3]1[CH:4]=[CH:5][CH:6]=[CH:7][C:2]=1[CH3:1]. The catalyst class is: 10. (2) Reactant: [CH2:1]([O:3][C@H:4]([CH2:10][C:11]1[CH:16]=[CH:15][C:14]([O:17][CH2:18][C@H:19]([OH:28])[C:20]2[CH:25]=[CH:24][CH:23]=[C:22]([O:26][CH3:27])[CH:21]=2)=[CH:13][CH:12]=1)[C:5]([O:7]CC)=[O:6])[CH3:2].[Li+].[OH-]. Product: [CH2:1]([O:3][C@H:4]([CH2:10][C:11]1[CH:12]=[CH:13][C:14]([O:17][CH2:18][C@H:19]([OH:28])[C:20]2[CH:25]=[CH:24][CH:23]=[C:22]([O:26][CH3:27])[CH:21]=2)=[CH:15][CH:16]=1)[C:5]([OH:7])=[O:6])[CH3:2]. The catalyst class is: 5.